Predict which catalyst facilitates the given reaction. From a dataset of Catalyst prediction with 721,799 reactions and 888 catalyst types from USPTO. Reactant: [Br:1][C:2]1[CH:3]=[C:4]2[C:8](=[CH:9][CH:10]=1)[NH:7][CH:6]=[C:5]2/[C:11](/[C:23]#[N:24])=[CH:12]/[C:13]1[CH:14]=[C:15]([CH:18]=[CH:19][C:20]=1[O:21]C)[C:16]#[N:17].[Li+].[Cl-].C1(C)C=CC(S(O)(=O)=O)=CC=1. Product: [Br:1][C:2]1[CH:3]=[C:4]2[C:8](=[CH:9][CH:10]=1)[NH:7][CH:6]=[C:5]2/[C:11](/[C:23]#[N:24])=[CH:12]/[C:13]1[CH:14]=[C:15]([CH:18]=[CH:19][C:20]=1[OH:21])[C:16]#[N:17]. The catalyst class is: 37.